The task is: Predict the product of the given reaction.. This data is from Forward reaction prediction with 1.9M reactions from USPTO patents (1976-2016). (1) Given the reactants [C:1](OC(=O)C)(=[O:3])[CH3:2].Cl.Cl.[O:10]([C:17]1[C:18]([NH:33][C:34]2[S:35][CH:36]=[C:37]([CH2:39][CH:40]3[CH2:45][CH2:44][NH:43][CH2:42][CH2:41]3)[N:38]=2)=[N:19][CH:20]=[C:21]([S:23][C:24]2[CH:29]=[CH:28][N:27]=[C:26]3[CH:30]=[CH:31][S:32][C:25]=23)[CH:22]=1)[C:11]1[CH:16]=[CH:15][CH:14]=[CH:13][CH:12]=1.C(N(CC)CC)C, predict the reaction product. The product is: [O:10]([C:17]1[C:18]([NH:33][C:34]2[S:35][CH:36]=[C:37]([CH2:39][CH:40]3[CH2:45][CH2:44][N:43]([C:1](=[O:3])[CH3:2])[CH2:42][CH2:41]3)[N:38]=2)=[N:19][CH:20]=[C:21]([S:23][C:24]2[CH:29]=[CH:28][N:27]=[C:26]3[CH:30]=[CH:31][S:32][C:25]=23)[CH:22]=1)[C:11]1[CH:16]=[CH:15][CH:14]=[CH:13][CH:12]=1. (2) Given the reactants [N:1]1([CH2:6][CH2:7][NH2:8])[CH2:5][CH2:4][CH2:3][CH2:2]1.Cl[CH2:10][C:11]1[CH:20]=[CH:19][C:18]([OH:21])=[C:17]2[C:12]=1[CH:13]=[CH:14][CH:15]=[N:16]2, predict the reaction product. The product is: [N:1]1([CH2:6][CH2:7][N:8]([CH2:10][C:11]2[CH:20]=[CH:19][C:18]([OH:21])=[C:17]3[C:12]=2[CH:13]=[CH:14][CH:15]=[N:16]3)[CH2:10][C:11]2[CH:20]=[CH:19][C:18]([OH:21])=[C:17]3[C:12]=2[CH:13]=[CH:14][CH:15]=[N:16]3)[CH2:5][CH2:4][CH2:3][CH2:2]1. (3) Given the reactants [Cl:1][CH2:2][C:3](=[O:9])[CH2:4][C:5]([O:7][CH3:8])=[O:6].[CH2:10](O)[CH:11](C)[CH3:12], predict the reaction product. The product is: [Cl:1][CH2:2][C:3](=[O:9])[CH2:4][C:5]([O:7][CH2:8][CH:11]([CH3:12])[CH3:10])=[O:6]. (4) Given the reactants [Br:1][C:2]1[CH:3]=[N:4][N:5]2[CH:10]=[CH:9][C:8]([NH:11][C@@H:12]([CH:25]([CH3:27])[CH3:26])[CH2:13][N:14]3C(=O)C4C(=CC=CC=4)C3=O)=[N:7][C:6]=12.CNN, predict the reaction product. The product is: [Br:1][C:2]1[CH:3]=[N:4][N:5]2[CH:10]=[CH:9][C:8]([NH:11][C@@H:12]([CH:25]([CH3:27])[CH3:26])[CH2:13][NH2:14])=[N:7][C:6]=12. (5) Given the reactants I[C:2]1[CH:7]=[CH:6][C:5]([S:8]([N:11]([CH3:13])[CH3:12])(=[O:10])=[O:9])=[CH:4][CH:3]=1.[F:14][C:15]([F:26])([F:25])[C:16]1[C:24]2[CH2:23][CH2:22][CH2:21][CH2:20][C:19]=2[NH:18][N:17]=1.N[C@@H]1CCCC[C@H]1N.C(=O)([O-])[O-].[K+].[K+], predict the reaction product. The product is: [CH3:12][N:11]([CH3:13])[S:8]([C:5]1[CH:6]=[CH:7][C:2]([N:18]2[C:19]3[CH2:20][CH2:21][CH2:22][CH2:23][C:24]=3[C:16]([C:15]([F:14])([F:26])[F:25])=[N:17]2)=[CH:3][CH:4]=1)(=[O:10])=[O:9]. (6) Given the reactants [CH2:1]([O:3][C:4]([C:6]1([C:9]2[CH:14]=[CH:13][C:12]([C:15]3[CH:20]=[CH:19][C:18]([C:21]4[O:25][N:24]=[C:23]([CH3:26])[C:22]=4[NH2:27])=[CH:17][CH:16]=3)=[CH:11][CH:10]=2)[CH2:8][CH2:7]1)=[O:5])[CH3:2].[CH3:28][C@@H:29]([N:36]=[C:37]=[O:38])[C:30]1[CH:35]=[CH:34][CH:33]=[CH:32][CH:31]=1, predict the reaction product. The product is: [CH2:1]([O:3][C:4]([C:6]1([C:9]2[CH:10]=[CH:11][C:12]([C:15]3[CH:20]=[CH:19][C:18]([C:21]4[O:25][N:24]=[C:23]([CH3:26])[C:22]=4[NH:27][C:37]([NH:36][C@@H:29]([C:30]4[CH:35]=[CH:34][CH:33]=[CH:32][CH:31]=4)[CH3:28])=[O:38])=[CH:17][CH:16]=3)=[CH:13][CH:14]=2)[CH2:8][CH2:7]1)=[O:5])[CH3:2].